Regression. Given a peptide amino acid sequence and an MHC pseudo amino acid sequence, predict their binding affinity value. This is MHC class II binding data. From a dataset of Peptide-MHC class II binding affinity with 134,281 pairs from IEDB. (1) The peptide sequence is LTHMMIWHSNLNDAT. The MHC is DRB4_0101 with pseudo-sequence DRB4_0103. The binding affinity (normalized) is 0.379. (2) The peptide sequence is WVSATLEQDKCVTVM. The MHC is DRB1_1301 with pseudo-sequence DRB1_1301. The binding affinity (normalized) is 0.312. (3) The peptide sequence is SLSNKIKQKTKQIGN. The MHC is H-2-IEd with pseudo-sequence H-2-IEd. The binding affinity (normalized) is 0.0939. (4) The peptide sequence is AAATAGTTVYGIFAA. The MHC is HLA-DPA10103-DPB10401 with pseudo-sequence HLA-DPA10103-DPB10401. The binding affinity (normalized) is 0.139. (5) The peptide sequence is WFINWYLPISQLFYN. The MHC is HLA-DPA10201-DPB11401 with pseudo-sequence HLA-DPA10201-DPB11401. The binding affinity (normalized) is 0.162. (6) The peptide sequence is ESSRILKTPAPISGN. The MHC is H-2-IAb with pseudo-sequence H-2-IAb. The binding affinity (normalized) is 0.343. (7) The peptide sequence is EKKYFARTQFEPLAA. The MHC is HLA-DQA10301-DQB10302 with pseudo-sequence HLA-DQA10301-DQB10302. The binding affinity (normalized) is 0.383. (8) The peptide sequence is SQDLELSDNLNGLQAY. The MHC is HLA-DQA10101-DQB10501 with pseudo-sequence HLA-DQA10101-DQB10501. The binding affinity (normalized) is 0.293.